Dataset: Retrosynthesis with 50K atom-mapped reactions and 10 reaction types from USPTO. Task: Predict the reactants needed to synthesize the given product. (1) Given the product CC(=O)NC12CC3CC(C1)CC(C(=O)NCc1ccc(C(=O)Nc4ccccc4N)cc1)(C3)C2, predict the reactants needed to synthesize it. The reactants are: CC(=O)NC12CC3CC(C1)CC(C(=O)O)(C3)C2.NCc1ccc(C(=O)Nc2ccccc2N)cc1. (2) Given the product Cn1nc(-c2ccc(-c3ccc4occc4c3)cc2)n(C[C@@H]2CCN(C(=O)C3CC3)C2)c1=O, predict the reactants needed to synthesize it. The reactants are: CC1(C)OB(c2ccc3occc3c2)OC1(C)C.Cn1nc(-c2ccc(Br)cc2)n(C[C@@H]2CCN(C(=O)C3CC3)C2)c1=O. (3) Given the product COC(=O)C(C)N(C)C[C@H]1CCc2cc(OC)ccc2[C@H]1c1ccccc1, predict the reactants needed to synthesize it. The reactants are: CNC[C@H]1CCc2cc(OC)ccc2[C@H]1c1ccccc1.COC(=O)C(C)Br.